This data is from Full USPTO retrosynthesis dataset with 1.9M reactions from patents (1976-2016). The task is: Predict the reactants needed to synthesize the given product. (1) Given the product [F:16][C:17]1[CH:22]=[C:21]([F:23])[CH:20]=[CH:19][C:18]=1[C:24]1[CH:29]=[CH:28][CH:27]=[C:26]([N:30]2[CH2:31][CH2:32][N:33]([C:5]([NH:4][C:8]3[N:12]([CH3:13])[N:11]=[CH:10][CH:9]=3)=[O:7])[CH2:34][CH2:35]2)[CH:25]=1, predict the reactants needed to synthesize it. The reactants are: ClC(Cl)(Cl)C[N:4]([C:8]1[N:12]([CH3:13])[N:11]=[CH:10][CH:9]=1)[C:5](=[O:7])O.[F:16][C:17]1[CH:22]=[C:21]([F:23])[CH:20]=[CH:19][C:18]=1[C:24]1[CH:29]=[CH:28][CH:27]=[C:26]([N:30]2[CH2:35][CH2:34][NH:33][CH2:32][CH2:31]2)[CH:25]=1. (2) The reactants are: [CH3:1][C:2]1[NH:6][C:5]2[C:7]([C:17]([O:19][CH3:20])=[O:18])=[CH:8][C:9]([N:11]3[CH2:16][CH2:15][O:14][CH2:13][CH2:12]3)=[CH:10][C:4]=2[N:3]=1.[C:21]([O-])([O-])=O.[K+].[K+].BrC[C:29]1[CH:38]=[CH:37][CH:36]=[C:35]2[C:30]=1[CH:31]=[CH:32][CH:33]=[N:34]2.O. Given the product [CH3:1][C:2]1[N:3]([CH2:21][C:36]2[CH:37]=[CH:38][CH:29]=[C:30]3[C:35]=2[N:34]=[CH:33][CH:32]=[CH:31]3)[C:4]2[CH:10]=[C:9]([N:11]3[CH2:12][CH2:13][O:14][CH2:15][CH2:16]3)[CH:8]=[C:7]([C:17]([O:19][CH3:20])=[O:18])[C:5]=2[N:6]=1, predict the reactants needed to synthesize it. (3) Given the product [F:29][C:19]1[CH:20]=[C:21]([C:22]2[CH:27]=[CH:26][CH:25]=[CH:24][C:23]=2[CH3:28])[C:15]2[O:14][CH:13]([CH2:12][NH:31][CH3:30])[CH2:17][C:16]=2[CH:18]=1, predict the reactants needed to synthesize it. The reactants are: CC1C=CC(S(O[CH2:12][CH:13]2[CH2:17][C:16]3[CH:18]=[C:19]([F:29])[CH:20]=[C:21]([C:22]4[CH:27]=[CH:26][CH:25]=[CH:24][C:23]=4[CH3:28])[C:15]=3[O:14]2)(=O)=O)=CC=1.[CH3:30][NH2:31].